Dataset: Full USPTO retrosynthesis dataset with 1.9M reactions from patents (1976-2016). Task: Predict the reactants needed to synthesize the given product. (1) The reactants are: [H-].[Na+].[CH:3]([C@H:16]1[N:21]2[CH2:22][C@@H:23]([OH:25])[CH2:24][C@H:20]2[CH2:19][N:18]([C:26]([O:28][C:29]([CH3:32])([CH3:31])[CH3:30])=[O:27])[CH2:17]1)([C:10]1[CH:15]=[CH:14][CH:13]=[CH:12][CH:11]=1)[C:4]1[CH:9]=[CH:8][CH:7]=[CH:6][CH:5]=1.[CH3:33]I.O. Given the product [CH:3]([C@H:16]1[N:21]2[CH2:22][C@@H:23]([O:25][CH3:33])[CH2:24][C@H:20]2[CH2:19][N:18]([C:26]([O:28][C:29]([CH3:32])([CH3:31])[CH3:30])=[O:27])[CH2:17]1)([C:10]1[CH:11]=[CH:12][CH:13]=[CH:14][CH:15]=1)[C:4]1[CH:9]=[CH:8][CH:7]=[CH:6][CH:5]=1, predict the reactants needed to synthesize it. (2) The reactants are: Cl.[NH2:2][C@H:3]([C:14]([O:16][CH3:17])=[O:15])[CH2:4][C:5]1[C:13]2[C:8](=[CH:9][CH:10]=[CH:11][CH:12]=2)[NH:7][CH:6]=1.C(N(CC)CC)C.[O:25]([C:32]1[CH:42]=[CH:41][C:35]([CH:36]=[CH:37][C:38](O)=[O:39])=[CH:34][CH:33]=1)[C:26]1[CH:31]=[CH:30][CH:29]=[CH:28][CH:27]=1.CCN=C=NCCCN(C)C.Cl. Given the product [O:25]([C:32]1[CH:33]=[CH:34][C:35]([CH:36]=[CH:37][C:38]([NH:2][C@H:3]([C:14]([O:16][CH3:17])=[O:15])[CH2:4][C:5]2[C:13]3[C:8](=[CH:9][CH:10]=[CH:11][CH:12]=3)[NH:7][CH:6]=2)=[O:39])=[CH:41][CH:42]=1)[C:26]1[CH:31]=[CH:30][CH:29]=[CH:28][CH:27]=1, predict the reactants needed to synthesize it. (3) Given the product [CH2:15]1[C:6]2=[CH:7][CH:8]=[CH:1][C:4]3=[CH:3][C:2]4=[C:27]5[C:28](=[C:5]23)[C:29]2[C:30]([CH2:31][C:26]5=[CH:25][CH:24]=[CH:23]4)=[CH:40][CH:39]=[CH:11][C:10]1=2, predict the reactants needed to synthesize it. The reactants are: [CH:1]1[CH2:8][CH2:7][CH:6]=[CH:5][CH2:4][CH2:3][CH:2]=1.N1C=CC=[CH:11][C:10]=1[C:15]1C=CC=CN=1.BrC1C=C2C(C)(C)C3C=CC=[C:39]4[C:40](C)(C)[C:30]5[C:31]6N(C=34)C2=[C:24]([C:25](C)(C)[C:26]=6[CH:27]=[CH:28][CH:29]=5)[CH:23]=1. (4) Given the product [ClH:7].[NH:8]=[C:9]1[NH:6][CH2:5][CH:2]([OH:1])[CH2:3][NH:4]1, predict the reactants needed to synthesize it. The reactants are: [OH:1][CH:2]([CH2:5][NH2:6])[CH2:3][NH2:4].[ClH:7].[NH2:8][C:9](N)=N.CC(O)C. (5) Given the product [CH2:1]([N:8]1[CH2:9][CH:10]([CH3:17])[O:11][CH2:12][C:13]1([CH2:15][OH:16])[CH3:14])[C:2]1[CH:3]=[CH:4][CH:5]=[CH:6][CH:7]=1, predict the reactants needed to synthesize it. The reactants are: [CH2:1]([N:8]1[C:13]([CH2:15][OH:16])([CH3:14])[CH2:12][O:11][CH:10]([CH3:17])[C:9]1=O)[C:2]1[CH:7]=[CH:6][CH:5]=[CH:4][CH:3]=1.CO. (6) Given the product [CH2:2]([O:9][C:10]1[CH:15]=[CH:14][C:13]([CH2:16][S:17]([Cl:29])(=[O:20])=[O:18])=[CH:12][CH:11]=1)[C:3]1[CH:8]=[CH:7][CH:6]=[CH:5][CH:4]=1, predict the reactants needed to synthesize it. The reactants are: [Na+].[CH2:2]([O:9][C:10]1[CH:15]=[CH:14][C:13]([CH2:16][S:17]([O-:20])(=O)=[O:18])=[CH:12][CH:11]=1)[C:3]1[CH:8]=[CH:7][CH:6]=[CH:5][CH:4]=1.CN(C)C=O.C(Cl)(=O)C([Cl:29])=O. (7) Given the product [NH2:9][C:6]1[CH:7]=[CH:8][C:3]([O:2][CH3:1])=[C:4]([C:12]2[N:17]3[N:18]=[CH:19][C:20]([C:21]([O:23][CH2:24][CH3:25])=[O:22])=[C:16]3[N:15]=[CH:14][CH:13]=2)[CH:5]=1, predict the reactants needed to synthesize it. The reactants are: [CH3:1][O:2][C:3]1[CH:8]=[CH:7][C:6]([N+:9]([O-])=O)=[CH:5][C:4]=1[C:12]1[N:17]2[N:18]=[CH:19][C:20]([C:21]([O:23][CH2:24][CH3:25])=[O:22])=[C:16]2[N:15]=[CH:14][CH:13]=1.[H][H].